From a dataset of Forward reaction prediction with 1.9M reactions from USPTO patents (1976-2016). Predict the product of the given reaction. (1) Given the reactants [CH:1]1([N:5]2[CH2:11][CH2:10][C:9]3[CH:12]=[CH:13][C:14]([CH2:16][C:17]4[CH:25]=[CH:24][C:20]([C:21](O)=[O:22])=[CH:19][CH:18]=4)=[CH:15][C:8]=3[CH2:7][CH2:6]2)[CH2:4][CH2:3][CH2:2]1.C1([N:32]=C=NC2CCCCC2)CCCCC1.ON1C2C=CC=CC=2N=N1.N, predict the reaction product. The product is: [CH:1]1([N:5]2[CH2:11][CH2:10][C:9]3[CH:12]=[CH:13][C:14]([CH2:16][C:17]4[CH:25]=[CH:24][C:20]([C:21]([NH2:32])=[O:22])=[CH:19][CH:18]=4)=[CH:15][C:8]=3[CH2:7][CH2:6]2)[CH2:4][CH2:3][CH2:2]1. (2) Given the reactants C(OC(=O)[NH:7][C:8]1[CH:13]=[C:12]([CH3:14])[C:11]([CH2:15][NH:16][C:17]([C:19]2[O:23][N:22]=[C:21]([CH2:24][C:25]3[CH:30]=[CH:29][CH:28]=[CH:27][CH:26]=3)[N:20]=2)=[O:18])=[C:10]([CH3:31])[N:9]=1)(C)(C)C.C(O)(C(F)(F)F)=O, predict the reaction product. The product is: [NH2:7][C:8]1[N:9]=[C:10]([CH3:31])[C:11]([CH2:15][NH:16][C:17]([C:19]2[O:23][N:22]=[C:21]([CH2:24][C:25]3[CH:30]=[CH:29][CH:28]=[CH:27][CH:26]=3)[N:20]=2)=[O:18])=[C:12]([CH3:14])[CH:13]=1. (3) Given the reactants [O-]CC.[Na+].[C:5]([CH2:7][C:8]([NH2:10])=[O:9])#[N:6].[N:11]1([CH2:17][C:18]#[C:19][C:20](=O)[CH3:21])[CH2:16][CH2:15][O:14][CH2:13][CH2:12]1.Cl, predict the reaction product. The product is: [CH3:21][C:20]1[NH:10][C:8](=[O:9])[C:7]([C:5]#[N:6])=[C:18]([CH2:17][N:11]2[CH2:16][CH2:15][O:14][CH2:13][CH2:12]2)[CH:19]=1.